This data is from CYP2D6 inhibition data for predicting drug metabolism from PubChem BioAssay. The task is: Regression/Classification. Given a drug SMILES string, predict its absorption, distribution, metabolism, or excretion properties. Task type varies by dataset: regression for continuous measurements (e.g., permeability, clearance, half-life) or binary classification for categorical outcomes (e.g., BBB penetration, CYP inhibition). Dataset: cyp2d6_veith. The compound is CCc1cc2c(=O)c(-c3nc4ccccc4[nH]3)coc2cc1OC(=O)N1CCOCC1. The result is 0 (non-inhibitor).